From a dataset of Full USPTO retrosynthesis dataset with 1.9M reactions from patents (1976-2016). Predict the reactants needed to synthesize the given product. (1) Given the product [CH2:21]([N:16]([CH2:17][C@H:18]([OH:20])[CH3:19])[C:10]1[C:9]([NH:8][C:1](=[O:3])[CH3:2])=[CH:14][CH:13]=[C:12]([Br:15])[N:11]=1)[C:22]1[CH:23]=[CH:24][CH:25]=[CH:26][CH:27]=1, predict the reactants needed to synthesize it. The reactants are: [C:1](OC(=O)C)(=[O:3])[CH3:2].[NH2:8][C:9]1[C:10]([N:16]([CH2:21][C:22]2[CH:27]=[CH:26][CH:25]=[CH:24][CH:23]=2)[CH2:17][C@H:18]([OH:20])[CH3:19])=[N:11][C:12]([Br:15])=[CH:13][CH:14]=1.N1C=CC=CC=1. (2) Given the product [CH3:37][S:38]([O:1][CH2:2][CH2:3][C@@H:4]([C:22]1[CH:27]=[CH:26][C:25]([Cl:28])=[C:24]([Cl:29])[CH:23]=1)[CH2:5][N:6]1[CH2:13][C@@H:12]([CH3:14])[CH2:11][O:10][C:9]2[C:15]([C:19]#[N:20])=[CH:16][CH:17]=[CH:18][C:8]=2[C:7]1=[O:21])(=[O:40])=[O:39], predict the reactants needed to synthesize it. The reactants are: [OH:1][CH2:2][CH2:3][C@@H:4]([C:22]1[CH:27]=[CH:26][C:25]([Cl:28])=[C:24]([Cl:29])[CH:23]=1)[CH2:5][N:6]1[CH2:13][C@@H:12]([CH3:14])[CH2:11][O:10][C:9]2[C:15]([C:19]#[N:20])=[CH:16][CH:17]=[CH:18][C:8]=2[C:7]1=[O:21].C(N(CC)CC)C.[CH3:37][S:38](Cl)(=[O:40])=[O:39]. (3) Given the product [O:37]=[C:36]1[CH:35]=[CH:34][C:33](=[O:38])[N:1]1[C:2]1[CH:32]=[CH:31][CH:30]=[CH:29][C:3]=1[CH2:4][NH:5][C:6]([C:8]1[N:9]=[C:10]2[N:15]([C:16](=[O:26])[C:17]=1[OH:18])[CH2:14][CH2:13][O:12][C:11]2([CH3:28])[CH3:27])=[O:7], predict the reactants needed to synthesize it. The reactants are: [NH2:1][C:2]1[CH:32]=[CH:31][CH:30]=[CH:29][C:3]=1[CH2:4][NH:5][C:6]([C:8]1[N:9]=[C:10]2[N:15]([C:16](=[O:26])[C:17]=1[O:18]CC1C=CC=CC=1)[CH2:14][CH2:13][O:12][C:11]2([CH3:28])[CH3:27])=[O:7].[C:33]1(=O)[O:38][C:36](=[O:37])[CH:35]=[CH:34]1. (4) Given the product [C:10]([C:12]1[C:20]2[C:15](=[CH:16][CH:17]=[C:18]([CH2:21][CH2:22][NH:23][C:24](=[O:38])[C:25]3[CH:30]=[CH:29][C:28]([C:31]4[CH:36]=[CH:35][N:34]=[C:33]([N:6]([CH2:5][CH2:4][N:3]([CH2:8][CH3:9])[CH2:1][CH3:2])[CH3:7])[N:32]=4)=[CH:27][CH:26]=3)[CH:19]=2)[NH:14][CH:13]=1)#[N:11], predict the reactants needed to synthesize it. The reactants are: [CH2:1]([N:3]([CH2:8][CH3:9])[CH2:4][CH2:5][NH:6][CH3:7])[CH3:2].[C:10]([C:12]1[C:20]2[C:15](=[CH:16][CH:17]=[C:18]([CH2:21][CH2:22][NH:23][C:24](=[O:38])[C:25]3[CH:30]=[CH:29][C:28]([C:31]4[CH:36]=[CH:35][N:34]=[C:33](Cl)[N:32]=4)=[CH:27][CH:26]=3)[CH:19]=2)[NH:14][CH:13]=1)#[N:11]. (5) Given the product [CH3:15][O:16][CH2:17][CH:18]([OH:20])[CH2:19][N:2]1[CH:3]=[C:4]([B:6]2[O:7][C:8]([CH3:9])([CH3:10])[C:11]([CH3:13])([CH3:12])[O:14]2)[CH:5]=[N:1]1, predict the reactants needed to synthesize it. The reactants are: [NH:1]1[CH:5]=[C:4]([B:6]2[O:14][C:11]([CH3:13])([CH3:12])[C:8]([CH3:10])([CH3:9])[O:7]2)[CH:3]=[N:2]1.[CH3:15][O:16][CH2:17][CH:18]1[O:20][CH2:19]1. (6) Given the product [C:22](=[O:23])([O:24][C:25]1[CH:26]=[CH:27][C:28]([N+:31]([O-:33])=[O:32])=[CH:29][CH:30]=1)[O:14][CH2:13][CH2:12][S:9]([CH2:8][CH2:7][O:6][CH2:5][CH2:4][N:1]=[N+:2]=[N-:3])(=[O:11])=[O:10], predict the reactants needed to synthesize it. The reactants are: [N:1]([CH2:4][CH2:5][O:6][CH2:7][CH2:8][S:9]([CH2:12][CH2:13][OH:14])(=[O:11])=[O:10])=[N+:2]=[N-:3].N1C=CC=CC=1.Cl[C:22]([O:24][C:25]1[CH:30]=[CH:29][C:28]([N+:31]([O-:33])=[O:32])=[CH:27][CH:26]=1)=[O:23].